This data is from Full USPTO retrosynthesis dataset with 1.9M reactions from patents (1976-2016). The task is: Predict the reactants needed to synthesize the given product. (1) Given the product [CH3:1][C:2]1[CH:7]=[CH:6][CH:5]=[CH:4][C:3]=1[C:8]1[O:12][N:11]=[CH:10][C:9]=1[C:13]([N:39]1[CH2:44][CH2:43][CH2:42][C@H:41]([C:45]([OH:48])([CH3:47])[CH3:46])[CH2:40]1)=[O:15], predict the reactants needed to synthesize it. The reactants are: [CH3:1][C:2]1[CH:7]=[CH:6][CH:5]=[CH:4][C:3]=1[C:8]1[O:12][N:11]=[CH:10][C:9]=1[C:13]([OH:15])=O.CN(C(ON1N=NC2C=CC=CC1=2)=[N+](C)C)C.[B-](F)(F)(F)F.Cl.[NH:39]1[CH2:44][CH2:43][CH2:42][C@H:41]([C:45]([OH:48])([CH3:47])[CH3:46])[CH2:40]1.C(N(CC)CC)C. (2) Given the product [Cl:1][C:2]1[CH:7]=[C:6]([CH3:8])[CH:5]=[C:4]([O:11][CH3:10])[N:3]=1, predict the reactants needed to synthesize it. The reactants are: [Cl:1][C:2]1[CH:7]=[C:6]([CH3:8])[CH:5]=[C:4](Cl)[N:3]=1.[CH3:10][O-:11].[Na+].